Task: Predict the reactants needed to synthesize the given product.. Dataset: Full USPTO retrosynthesis dataset with 1.9M reactions from patents (1976-2016) (1) Given the product [C:23]([O:27][C:28](=[O:40])[NH:29][CH2:30][CH2:31][O:32][C:33]1[CH:34]=[N:35][CH:36]=[C:37]([C:3]2[CH:4]=[C:5]3[C:10](=[CH:11][C:2]=2[F:1])[N:9]([CH3:12])[C:8](=[O:13])[CH2:7][CH2:6]3)[CH:38]=1)([CH3:26])([CH3:24])[CH3:25], predict the reactants needed to synthesize it. The reactants are: [F:1][C:2]1[CH:11]=[C:10]2[C:5]([CH2:6][CH2:7][C:8](=[O:13])[N:9]2[CH3:12])=[CH:4][C:3]=1B1OC(C)(C)C(C)(C)O1.[C:23]([O:27][C:28](=[O:40])[NH:29][CH2:30][CH2:31][O:32][C:33]1[CH:34]=[N:35][CH:36]=[C:37](Br)[CH:38]=1)([CH3:26])([CH3:25])[CH3:24]. (2) The reactants are: [NH2:1][C:2]1[CH:7]=[CH:6][C:5]([N:8]2[C:14](=[O:15])[CH2:13][C:12](=[O:16])[NH:11][C:10]3[C:17]4[C:22]([CH:23]=[CH:24][C:9]2=3)=[CH:21][CH:20]=[CH:19][CH:18]=4)=[CH:4][CH:3]=1.[F:25][C:26]1[CH:34]=[CH:33][C:29]([C:30](Cl)=[O:31])=[C:28]([O:35][CH3:36])[CH:27]=1.IC1C=CC=CC=1C(NCCN1C(=O)CC(=O)NC2C3C(C=CC1=2)=CC=CC=3)=O. Given the product [F:25][C:26]1[CH:34]=[CH:33][C:29]([C:30]([NH:1][C:2]2[CH:7]=[CH:6][C:5]([N:8]3[C:14](=[O:15])[CH2:13][C:12](=[O:16])[NH:11][C:10]4[C:17]5[C:22]([CH:23]=[CH:24][C:9]3=4)=[CH:21][CH:20]=[CH:19][CH:18]=5)=[CH:4][CH:3]=2)=[O:31])=[C:28]([O:35][CH3:36])[CH:27]=1, predict the reactants needed to synthesize it. (3) Given the product [CH:9]1[C:18]2[C:13](=[CH:14][CH:15]=[CH:16][CH:17]=2)[CH2:12][CH2:11][N:10]=1, predict the reactants needed to synthesize it. The reactants are: BrN1C(=O)CCC1=O.[CH2:9]1[C:18]2[C:13](=[CH:14][CH:15]=[CH:16][CH:17]=2)[CH2:12][CH2:11][NH:10]1.[OH-].[Na+]. (4) Given the product [F:21][C:19]1[CH:18]=[C:4]([CH:3]=[C:2]([F:1])[CH:20]=1)[C:5]([NH:7][CH2:8][C:9]1[CH:10]=[CH:11][C:12]([C:15]([NH:30][CH2:29][C:26]2[S:25][CH:24]=[N:28][CH:27]=2)=[O:17])=[N:13][CH:14]=1)=[O:6], predict the reactants needed to synthesize it. The reactants are: [F:1][C:2]1[CH:3]=[C:4]([CH:18]=[C:19]([F:21])[CH:20]=1)[C:5]([NH:7][CH2:8][C:9]1[CH:10]=[CH:11][C:12]([C:15]([OH:17])=O)=[N:13][CH:14]=1)=[O:6].Cl.C[C:24]1[S:25][C:26]([CH2:29][NH2:30])=[CH:27][N:28]=1.C(N(CC)CC)C. (5) Given the product [NH2:1][C@@H:2]([CH:38]([C:39]1[CH:44]=[CH:43][CH:42]=[C:41]([F:45])[CH:40]=1)[C:46]1[CH:51]=[CH:50][CH:49]=[C:48]([F:52])[CH:47]=1)[C:3]([NH:5][C:6]1[CH:36]=[CH:35][CH:34]=[C:33]([F:37])[C:7]=1[CH2:8][CH2:9][C@H:10]1[CH2:11][NH:12][CH2:13][C@H:14]([CH3:25])[N:15]1[S:16]([C:19]1[CH:24]=[CH:23][CH:22]=[CH:21][CH:20]=1)(=[O:17])=[O:18])=[O:4], predict the reactants needed to synthesize it. The reactants are: [NH2:1][C@@H:2]([CH:38]([C:46]1[CH:51]=[CH:50][CH:49]=[C:48]([F:52])[CH:47]=1)[C:39]1[CH:44]=[CH:43][CH:42]=[C:41]([F:45])[CH:40]=1)[C:3]([NH:5][C:6]1[CH:36]=[CH:35][CH:34]=[C:33]([F:37])[C:7]=1[CH2:8][CH2:9][C@@H:10]1[N:15]([S:16]([C:19]2[CH:24]=[CH:23][CH:22]=[CH:21][CH:20]=2)(=[O:18])=[O:17])[C@@H:14]([CH3:25])[CH2:13][N:12](C(OC(C)(C)C)=O)[CH2:11]1)=[O:4].FC(F)(F)C(O)=O. (6) Given the product [F:1][C:2]1[CH:7]=[C:6]([C:25]2[CH:30]=[CH:29][CH:28]=[CH:27][C:26]=2[S:31]([N:34]2[CH2:38][CH2:37][CH2:36][CH2:35]2)(=[O:33])=[O:32])[CH:5]=[CH:4][C:3]=1[C:17]1[N:18]=[CH:19][C:20]([NH2:23])=[N:21][CH:22]=1, predict the reactants needed to synthesize it. The reactants are: [F:1][C:2]1[CH:7]=[C:6](B2OC(C)(C)C(C)(C)O2)[CH:5]=[CH:4][C:3]=1[C:17]1[N:18]=[CH:19][C:20]([NH2:23])=[N:21][CH:22]=1.Br[C:25]1[CH:30]=[CH:29][CH:28]=[CH:27][C:26]=1[S:31]([N:34]1[CH2:38][CH2:37][CH2:36][CH2:35]1)(=[O:33])=[O:32]. (7) Given the product [Cl:1][C:2]1[C:15]([NH:16][C:17]2[NH:25][C:24]3[CH:26]=[C:27]([N:28]4[CH2:33][CH2:32][CH:31]([C:34]([F:37])([F:36])[F:35])[CH2:30][CH2:29]4)[C:21]([Cl:20])=[CH:22][C:23]=3[N:38]=2)=[C:14]([Cl:19])[CH:13]=[CH:12][C:3]=1[CH2:4][NH:5][C:6](=[O:11])[C:7]([CH3:10])([CH3:9])[CH3:8], predict the reactants needed to synthesize it. The reactants are: [Cl:1][C:2]1[C:15]([N:16]=[C:17]=S)=[C:14]([Cl:19])[CH:13]=[CH:12][C:3]=1[CH2:4][NH:5][C:6](=[O:11])[C:7]([CH3:10])([CH3:9])[CH3:8].[Cl:20][C:21]1[C:27]([N:28]2[CH2:33][CH2:32][CH:31]([C:34]([F:37])([F:36])[F:35])[CH2:30][CH2:29]2)=[CH:26][C:24]([NH2:25])=[C:23]([NH2:38])[CH:22]=1.CC(C)N=C=NC(C)C.C(Cl)Cl.CCO. (8) Given the product [NH:1]([C:21]([O:23][CH2:24][CH:25]1[C:37]2[C:32](=[CH:33][CH:34]=[CH:35][CH:36]=2)[C:31]2[C:26]1=[CH:27][CH:28]=[CH:29][CH:30]=2)=[O:22])[C@H:2]([C:18]([NH:38][C@H:39]([C:44]([O:46][CH3:47])=[O:45])[CH2:40][CH:41]([CH3:43])[CH3:42])=[O:20])[CH2:3][C:4]1[CH:9]=[CH:8][C:7]([NH:10][C:11]([O:13][C:14]([CH3:15])([CH3:16])[CH3:17])=[O:12])=[CH:6][CH:5]=1, predict the reactants needed to synthesize it. The reactants are: [NH:1]([C:21]([O:23][CH2:24][CH:25]1[C:37]2[C:32](=[CH:33][CH:34]=[CH:35][CH:36]=2)[C:31]2[C:26]1=[CH:27][CH:28]=[CH:29][CH:30]=2)=[O:22])[C@H:2]([C:18]([OH:20])=O)[CH2:3][C:4]1[CH:9]=[CH:8][C:7]([NH:10][C:11]([O:13][C:14]([CH3:17])([CH3:16])[CH3:15])=[O:12])=[CH:6][CH:5]=1.[NH2:38][C@H:39]([C:44]([O:46][CH3:47])=[O:45])[CH2:40][CH:41]([CH3:43])[CH3:42].CN(C(ON1N=NC2C=CC=CC1=2)=[N+](C)C)C.F[P-](F)(F)(F)(F)F.CCN(C(C)C)C(C)C. (9) Given the product [CH2:35]([S:32]([C:31]1[CH:30]=[CH:29][C:26]([C:27]#[N:28])=[CH:25][C:24]=1[CH2:23][N:7]1[C:6](=[O:13])[C:5]2[C:10](=[CH:11][CH:12]=[C:3]([C:2]([F:1])([F:14])[F:15])[CH:4]=2)[N:9]=[CH:8]1)(=[O:34])=[O:33])[CH3:36], predict the reactants needed to synthesize it. The reactants are: [F:1][C:2]([F:15])([F:14])[C:3]1[CH:4]=[C:5]2[C:10](=[CH:11][CH:12]=1)[N:9]=[CH:8][NH:7][C:6]2=[O:13].C(=O)([O-])[O-].[Cs+].[Cs+].Br[CH2:23][C:24]1[CH:25]=[C:26]([CH:29]=[CH:30][C:31]=1[S:32]([CH2:35][CH3:36])(=[O:34])=[O:33])[C:27]#[N:28].C(OCC)(=O)C. (10) Given the product [C:12]1([N:11]([C:18]2[CH:23]=[CH:22][CH:21]=[CH:20][CH:19]=2)[C:6]2[C:5]([O:4][CH2:3][O:2][CH3:1])=[C:10]([CH:9]=[CH:8][N:7]=2)[CH:32]=[O:33])[CH:17]=[CH:16][CH:15]=[CH:14][CH:13]=1, predict the reactants needed to synthesize it. The reactants are: [CH3:1][O:2][CH2:3][O:4][C:5]1[C:6]([N:11]([C:18]2[CH:23]=[CH:22][CH:21]=[CH:20][CH:19]=2)[C:12]2[CH:17]=[CH:16][CH:15]=[CH:14][CH:13]=2)=[N:7][CH:8]=[CH:9][CH:10]=1.[Li]CCCC.CN([CH:32]=[O:33])C.